Dataset: Forward reaction prediction with 1.9M reactions from USPTO patents (1976-2016). Task: Predict the product of the given reaction. (1) Given the reactants [NH2:1][C:2]1[C:7]([CH2:8][C:9]2[CH:14]=[CH:13][CH:12]=[CH:11][CH:10]=2)=[N:6][C:5]([C:15]2[CH:20]=[CH:19][C:18]([OH:21])=[CH:17][CH:16]=2)=[CH:4][N:3]=1.[C:22]1([CH3:32])[CH:27]=[CH:26][C:25]([S:28](Cl)(=[O:30])=[O:29])=[CH:24][CH:23]=1.Cl.ClCCl, predict the reaction product. The product is: [CH2:8]([C:7]1[C:2]([NH:1][S:28]([C:25]2[CH:26]=[CH:27][C:22]([CH3:32])=[CH:23][CH:24]=2)(=[O:30])=[O:29])=[N:3][CH:4]=[C:5]([C:15]2[CH:16]=[CH:17][C:18]([OH:21])=[CH:19][CH:20]=2)[N:6]=1)[C:9]1[CH:10]=[CH:11][CH:12]=[CH:13][CH:14]=1.[CH3:32][C:22]1[CH:27]=[CH:26][C:25]([S:28]([NH2:1])(=[O:30])=[O:29])=[CH:24][CH:23]=1. (2) Given the reactants [N:1]([C:4]1[CH:5]=[CH:6][C:7]([Cl:20])=[C:8]([C:10]([C:12]2[CH:17]=[CH:16][C:15]([Br:18])=[CH:14][C:13]=2[Cl:19])=[O:11])[CH:9]=1)=[N+:2]=[N-:3].[CH2:21]([OH:25])[CH2:22][C:23]#[CH:24].O=C1O[C@H]([C@H](CO)O)C([O-])=C1O.[Na+].CCOC(C)=O.O, predict the reaction product. The product is: [Br:18][C:15]1[CH:16]=[CH:17][C:12]([C:10]([C:8]2[CH:9]=[C:4]([N:1]3[CH:24]=[C:23]([CH2:22][CH2:21][OH:25])[N:3]=[N:2]3)[CH:5]=[CH:6][C:7]=2[Cl:20])=[O:11])=[C:13]([Cl:19])[CH:14]=1. (3) Given the reactants [CH:1]1[C:14]2[C:5](=[N:6][CH:7]=[C:8]3[C:13]=2[CH:12]=[CH:11][CH:10]=[CH:9]3)[CH:4]=[CH:3][CH:2]=1.C[Li].[CH2:17](OCC)C.[CH3:22][O:23][C:24]1[C:29]([CH3:30])=[CH:28][C:27]([S:31](Cl)(=[O:33])=[O:32])=[CH:26][C:25]=1[CH3:35], predict the reaction product. The product is: [CH3:22][O:23][C:24]1[C:29]([CH3:30])=[CH:28][C:27]([S:31]([N:6]2[CH:7]([CH3:17])[C:8]3[C:13](=[CH:12][CH:11]=[CH:10][CH:9]=3)[C:14]3[CH:1]=[CH:2][CH:3]=[CH:4][C:5]2=3)(=[O:33])=[O:32])=[CH:26][C:25]=1[CH3:35]. (4) The product is: [C:63]([NH:66][NH:67][C:20]([C:18]1[CH:19]=[C:12]2[CH2:11][N:10]([C:8]([O:7][CH2:6][C:5]3[CH:23]=[C:24]([C:26]([F:29])([F:28])[F:27])[CH:25]=[C:3]([C:2]([F:1])([F:31])[F:30])[CH:4]=3)=[O:9])[CH2:16][CH2:15][CH2:14][N:13]2[N:17]=1)=[O:21])(=[O:65])[CH3:64]. Given the reactants [F:1][C:2]([F:31])([F:30])[C:3]1[CH:4]=[C:5]([CH:23]=[C:24]([C:26]([F:29])([F:28])[F:27])[CH:25]=1)[CH2:6][O:7][C:8]([N:10]1[CH2:16][CH2:15][CH2:14][N:13]2[N:17]=[C:18]([C:20](O)=[O:21])[CH:19]=[C:12]2[CH2:11]1)=[O:9].CN(C(ON1N=NC2C=CC=NC1=2)=[N+](C)C)C.F[P-](F)(F)(F)(F)F.CCN(CC)CC.[C:63]([NH:66][NH2:67])(=[O:65])[CH3:64], predict the reaction product.